Dataset: Forward reaction prediction with 1.9M reactions from USPTO patents (1976-2016). Task: Predict the product of the given reaction. (1) Given the reactants Br[C:2]1[CH:7]=[CH:6][C:5]([C:8]2[N:9]([CH2:14][C@@H:15]3[CH2:19][CH2:18][N:17]([C:20]([CH:22]4[CH2:24][CH2:23]4)=[O:21])[CH2:16]3)[C:10](=[S:13])[NH:11][N:12]=2)=[CH:4][CH:3]=1.CC1(C)C(C)(C)OB([C:33]2[CH:34]=[CH:35][C:36]3[O:40][CH:39]=[CH:38][C:37]=3[CH:41]=2)O1.[O-]P([O-])([O-])=O.[K+].[K+].[K+], predict the reaction product. The product is: [O:40]1[C:36]2[CH:35]=[CH:34][C:33]([C:2]3[CH:7]=[CH:6][C:5]([C:8]4[N:9]([CH2:14][C@@H:15]5[CH2:19][CH2:18][N:17]([C:20]([CH:22]6[CH2:24][CH2:23]6)=[O:21])[CH2:16]5)[C:10](=[S:13])[NH:11][N:12]=4)=[CH:4][CH:3]=3)=[CH:41][C:37]=2[CH:38]=[CH:39]1. (2) Given the reactants C([O:8][C:9]1[N:10]=[N:11][C:12](/[CH:23]=[CH:24]/[C:25]2[CH:30]=[CH:29][C:28]([C:31]([F:34])([F:33])[F:32])=[C:27]([C:35]([F:38])([F:37])[F:36])[CH:26]=2)=[CH:13][C:14]=1[O:15]CC1C=CC=CC=1)C1C=CC=CC=1, predict the reaction product. The product is: [F:38][C:35]([F:36])([F:37])[C:27]1[CH:26]=[C:25]([CH2:24][CH2:23][C:12]2[CH:13]=[C:14]([OH:15])[C:9](=[O:8])[NH:10][N:11]=2)[CH:30]=[CH:29][C:28]=1[C:31]([F:32])([F:34])[F:33]. (3) Given the reactants [NH2:1][C:2]1[CH:7]=[C:6]([Cl:8])[CH:5]=[CH:4][C:3]=1[SH:9].Cl.Cl[CH2:12][CH2:13][CH2:14][N:15]([CH3:17])[CH3:16].[O:18]1[C:22]2[CH:23]=[CH:24][CH:25]=[CH:26][C:21]=2[CH:20]=[C:19]1[S:27](Cl)(=[O:29])=[O:28], predict the reaction product. The product is: [Cl:8][C:6]1[CH:5]=[CH:4][C:3]([S:9][CH2:12][CH2:13][CH2:14][N:15]([CH3:17])[CH3:16])=[C:2]([NH:1][S:27]([C:19]2[O:18][C:22]3[CH:23]=[CH:24][CH:25]=[CH:26][C:21]=3[CH:20]=2)(=[O:28])=[O:29])[CH:7]=1. (4) Given the reactants Br[CH2:2][CH2:3][N:4]1[C:8]([CH2:9]Br)=[CH:7][C:6]([N+:11]([O-:13])=[O:12])=[N:5]1.[CH:14]1([NH2:17])[CH2:16][CH2:15]1, predict the reaction product. The product is: [CH:14]1([N:17]2[CH2:2][CH2:3][N:4]3[N:5]=[C:6]([N+:11]([O-:13])=[O:12])[CH:7]=[C:8]3[CH2:9]2)[CH2:16][CH2:15]1. (5) The product is: [C:1]1([CH:7]2[CH2:11][C:12]3[C:17](=[CH:16][CH:15]=[CH:14][CH:13]=3)[C:8]2=[O:10])[CH:2]=[CH:3][CH:4]=[CH:5][CH:6]=1. Given the reactants [C:1]1([CH:7]([CH2:11][C:12]2[CH:17]=[CH:16][CH:15]=[CH:14][CH:13]=2)[C:8]([OH:10])=O)[CH:6]=[CH:5][CH:4]=[CH:3][CH:2]=1, predict the reaction product. (6) Given the reactants C(=O)([O-])[O-].[Cs+].[Cs+].[CH3:7][S:8]([NH2:11])(=[O:10])=[O:9].C(P(C(C)(C)C)C1C=CC=CC=1C1C(C(C)C)=CC(C(C)C)=CC=1C(C)C)(C)(C)C.[CH2:42]([C:46]1[O:47][C:48]2[CH:54]=[CH:53][C:52](Br)=[CH:51][C:49]=2[CH:50]=1)[CH2:43][CH2:44][CH3:45].BrC(CCCC)C(OCC)=O, predict the reaction product. The product is: [CH2:42]([C:46]1[O:47][C:48]2[CH:54]=[CH:53][C:52]([NH:11][S:8]([CH3:7])(=[O:10])=[O:9])=[CH:51][C:49]=2[CH:50]=1)[CH2:43][CH2:44][CH3:45]. (7) Given the reactants C([O:3][C:4](=[O:37])[CH:5]([NH:29][C:30]([O:32][C:33]([CH3:36])([CH3:35])[CH3:34])=[O:31])[CH2:6][C:7]1[C:15]2[C:10](=[CH:11][C:12]([C:16]3[CH:21]=[CH:20][C:19]([O:22][C:23]4[CH:28]=[CH:27][CH:26]=[CH:25][CH:24]=4)=[CH:18][CH:17]=3)=[CH:13][CH:14]=2)[NH:9][CH:8]=1)C.[OH-].[Na+], predict the reaction product. The product is: [C:33]([O:32][C:30]([NH:29][CH:5]([CH2:6][C:7]1[C:15]2[C:10](=[CH:11][C:12]([C:16]3[CH:17]=[CH:18][C:19]([O:22][C:23]4[CH:28]=[CH:27][CH:26]=[CH:25][CH:24]=4)=[CH:20][CH:21]=3)=[CH:13][CH:14]=2)[NH:9][CH:8]=1)[C:4]([OH:37])=[O:3])=[O:31])([CH3:36])([CH3:34])[CH3:35].